This data is from Full USPTO retrosynthesis dataset with 1.9M reactions from patents (1976-2016). The task is: Predict the reactants needed to synthesize the given product. (1) Given the product [C:33]12([CH2:32][O:31][C:29]([NH:28][C@@H:7]([CH2:8][NH:9][C:10]([C:12]3[S:13][C:14]([CH2:17][CH2:18][C:19](=[O:27])[NH:20][C:21]4[NH:22][CH2:23][CH2:24][CH2:25][N:26]=4)=[CH:15][CH:16]=3)=[O:11])[C:6]([OH:43])=[O:5])=[O:30])[CH2:42][CH:37]3[CH2:38][CH:39]([CH2:41][CH:35]([CH2:36]3)[CH2:34]1)[CH2:40]2, predict the reactants needed to synthesize it. The reactants are: C([O:5][C:6](=[O:43])[C@@H:7]([NH:28][C:29]([O:31][CH2:32][C:33]12[CH2:42][CH:37]3[CH2:38][CH:39]([CH2:41][CH:35]([CH2:36]3)[CH2:34]1)[CH2:40]2)=[O:30])[CH2:8][NH:9][C:10]([C:12]1[S:13][C:14]([CH2:17][CH2:18][C:19](=[O:27])[NH:20][C:21]2[NH:22][CH2:23][CH2:24][CH2:25][N:26]=2)=[CH:15][CH:16]=1)=[O:11])(C)(C)C.FC(F)(F)C(O)=O. (2) Given the product [CH3:42][N:41]1[C:52](=[O:53])[C:51]2[N:50]([CH2:54][C:55]([N:4]([CH2:3][S:2][CH3:1])[C:5]3[CH:10]=[CH:9][CH:8]=[C:7]([C:11]4[CH:16]=[N:15][C:14]([N:17]5[CH2:21][CH2:20][CH2:19][C@H:18]5[C:22]([F:25])([F:23])[F:24])=[N:13][CH:12]=4)[N:6]=3)=[O:56])[CH:49]=[N:48][C:47]=2[N:45]([CH3:46])[C:43]1=[O:44], predict the reactants needed to synthesize it. The reactants are: [CH3:1][S:2][CH2:3][NH:4][C:5]1[CH:10]=[CH:9][CH:8]=[C:7]([C:11]2[CH:12]=[N:13][C:14]([N:17]3[CH2:21][CH2:20][CH2:19][C@H:18]3[C:22]([F:25])([F:24])[F:23])=[N:15][CH:16]=2)[N:6]=1.C1CCC(N=C=NC2CCCCC2)CC1.[N:41]1([C:52](=[O:53])[C:51]2[N:50]([CH2:54][C:55](O)=[O:56])[CH:49]=[N:48][C:47]=2[N:45]([CH3:46])[C:43]1=[O:44])[CH3:42]. (3) Given the product [CH:2]([C:3]1[NH:7][C:6]2[C:5]([CH:4]=1)=[CH:11][CH:10]=[CH:9][CH:8]=2)([CH3:12])[CH3:1], predict the reactants needed to synthesize it. The reactants are: [CH3:1][CH:2]([CH3:12])[C:3]#[C:4][C:5]1[CH:11]=[CH:10][CH:9]=[CH:8][C:6]=1[NH2:7]. (4) The reactants are: F[C:2]1[CH:7]=[CH:6][C:5]([F:8])=[CH:4][C:3]=1[S:9](Cl)(=[O:11])=[O:10].[CH3:13][S:14][C:15]1[CH:16]=[C:17]([CH:19]=[CH:20][CH:21]=1)[NH2:18].[Cl:22][C:23]1[CH:30]=[CH:29][CH:28]=[C:27]([F:31])[C:24]=1[CH2:25][NH2:26]. Given the product [Cl:22][C:23]1[CH:30]=[CH:29][CH:28]=[C:27]([F:31])[C:24]=1[CH2:25][NH:26][C:2]1[CH:7]=[CH:6][C:5]([F:8])=[CH:4][C:3]=1[S:9]([NH:18][C:17]1[CH:19]=[CH:20][CH:21]=[C:15]([S:14][CH3:13])[CH:16]=1)(=[O:11])=[O:10], predict the reactants needed to synthesize it. (5) Given the product [CH3:38][C:36]1[CH:37]=[C:32]([CH3:31])[N:33]=[C:34]([C:39]2([NH:42][C:24]([C:23]3[CH:27]=[CH:28][C:29]([CH3:30])=[C:21]([C:18]4[CH:19]=[CH:20][C:10]5[O:9][C:8]([C:5]6[CH:4]=[CH:3][C:2]([F:1])=[CH:7][CH:6]=6)=[C:12]([C:13]([NH:14][CH3:15])=[O:16])[C:11]=5[CH:17]=4)[CH:22]=3)=[O:25])[CH2:40][CH2:41]2)[N:35]=1, predict the reactants needed to synthesize it. The reactants are: [F:1][C:2]1[CH:7]=[CH:6][C:5]([C:8]2[O:9][C:10]3[CH:20]=[CH:19][C:18]([C:21]4[CH:22]=[C:23]([CH:27]=[CH:28][C:29]=4[CH3:30])[C:24](O)=[O:25])=[CH:17][C:11]=3[C:12]=2[C:13](=[O:16])[NH:14][CH3:15])=[CH:4][CH:3]=1.[CH3:31][C:32]1[CH:37]=[C:36]([CH3:38])[N:35]=[C:34]([C:39]2([NH2:42])[CH2:41][CH2:40]2)[N:33]=1.C1C=CC2N(O)N=NC=2C=1.CCN=C=NCCCN(C)C.Cl.C(N(C(C)C)CC)(C)C. (6) The reactants are: Br[C:2]1[C:3]([C@@H:8]([NH:18][C:19](=[O:25])[O:20][C:21]([CH3:24])([CH3:23])[CH3:22])[CH2:9][C:10]2[CH:15]=[C:14]([F:16])[CH:13]=[C:12]([F:17])[CH:11]=2)=[N:4][CH:5]=[CH:6][CH:7]=1.[Cl:26][C:27]1[CH:35]=[CH:34][C:33](B2OC(C)(C)C(C)(C)O2)=[C:32]2[C:28]=1[C:29]([NH:46][S:47]([CH3:50])(=[O:49])=[O:48])=[N:30][N:31]2[CH3:45]. Given the product [Cl:26][C:27]1[CH:35]=[CH:34][C:33]([C:2]2[C:3]([C@@H:8]([NH:18][C:19](=[O:25])[O:20][C:21]([CH3:23])([CH3:22])[CH3:24])[CH2:9][C:10]3[CH:15]=[C:14]([F:16])[CH:13]=[C:12]([F:17])[CH:11]=3)=[N:4][CH:5]=[CH:6][CH:7]=2)=[C:32]2[C:28]=1[C:29]([NH:46][S:47]([CH3:50])(=[O:49])=[O:48])=[N:30][N:31]2[CH3:45], predict the reactants needed to synthesize it. (7) Given the product [Br:15][CH2:12]/[CH:11]=[CH:10]/[C:7]1[CH:8]=[CH:9][C:4]([CH:1]([CH3:3])[CH3:2])=[CH:5][CH:6]=1, predict the reactants needed to synthesize it. The reactants are: [CH:1]([C:4]1[CH:9]=[CH:8][C:7](/[CH:10]=[CH:11]/[CH2:12]O)=[CH:6][CH:5]=1)([CH3:3])[CH3:2].P(Br)(Br)[Br:15].O. (8) Given the product [F:1][C:2]1[CH:7]=[CH:6][C:5]([C:8]2([CH3:30])[O:13][C:12](=[O:14])[N:11]([C@H:15]([C:17]3[CH:22]=[CH:21][C:20]([C:23]4[CH:28]=[CH:27][N:26]=[C:25]([CH3:29])[CH:24]=4)=[CH:19][CH:18]=3)[CH3:16])[CH2:10][CH2:9]2)=[CH:4][CH:3]=1, predict the reactants needed to synthesize it. The reactants are: [F:1][C:2]1[CH:7]=[CH:6][C:5]([C@:8]2([CH3:30])[O:13][C:12](=[O:14])[N:11]([C@H:15]([C:17]3[CH:22]=[CH:21][C:20]([C:23]4[CH:28]=[CH:27][N:26]=[C:25]([CH3:29])[CH:24]=4)=[CH:19][CH:18]=3)[CH3:16])[CH2:10][CH2:9]2)=[CH:4][CH:3]=1.BrC1C=CC([C@@H](N2CC[C@@](C3C=CC(F)=CC=3)(C)OC2=O)C)=CC=1.CC1C=C(B(O)O)C=CN=1. (9) The reactants are: [F:1][C:2]1[CH:24]=[CH:23][CH:22]=[C:21]([F:25])[C:3]=1[CH2:4][O:5][C:6]1[C:7]2[N:8]([C:14]([C:18](O)=[O:19])=[C:15]([CH3:17])[N:16]=2)[CH:9]=[C:10]([C:12]#[CH:13])[CH:11]=1.N[C@H:27]([CH2:30][CH2:31][CH2:32][CH3:33])[CH2:28][OH:29].C([N:37](C(C)C)CC)(C)C.CN(C(ON1N=NC2C=CC=NC1=2)=[N+](C)C)C.F[P-](F)(F)(F)(F)F. Given the product [F:25][C:21]1[CH:22]=[CH:23][CH:24]=[C:2]([F:1])[C:3]=1[CH2:4][O:5][C:6]1[C:7]2[N:8]([C:14]([C:18]([NH:37][C@@H:32]([CH2:31][CH2:30][CH2:27][CH2:28][OH:29])[CH3:33])=[O:19])=[C:15]([CH3:17])[N:16]=2)[CH:9]=[C:10]([C:12]#[CH:13])[CH:11]=1, predict the reactants needed to synthesize it.